From a dataset of Reaction yield outcomes from USPTO patents with 853,638 reactions. Predict the reaction yield, written as a fraction of the theoretical maximum amount of product (1.0 means a 100% yield; for example, 0.34 means a 34% yield). (1) The product is [CH3:46][N:16]1[C:14]2=[N:15][C:10]([S:7]([NH:6][C:35]3[S:39][N:38]=[CH:37][N:36]=3)(=[O:8])=[O:9])=[CH:11][CH:12]=[C:13]2[C:18]([C:19]2[CH:24]=[CH:23][C:22]([C:25]([F:26])([F:28])[F:27])=[CH:21][C:20]=2[C:29]2[N:33]([CH3:34])[N:32]=[CH:31][CH:30]=2)=[CH:17]1. The catalyst is O. The reactants are COC1C=C(OC)C=CC=1C[N:6]([C:35]1[S:39][N:38]=[CH:37][N:36]=1)[S:7]([C:10]1[N:15]=[C:14]2[NH:16][CH:17]=[C:18]([C:19]3[CH:24]=[CH:23][C:22]([C:25]([F:28])([F:27])[F:26])=[CH:21][C:20]=3[C:29]3[N:33]([CH3:34])[N:32]=[CH:31][CH:30]=3)[C:13]2=[CH:12][CH:11]=1)(=[O:9])=[O:8].[CH3:46]N(C=O)C.[H-].[Na+].IC. The yield is 0.840. (2) The reactants are [Cl-].[CH3:2][O:3][C:4](=[O:11])[CH2:5][CH2:6][CH2:7][NH+:8]([CH3:10])[CH3:9].C([O-])([O-])=O.[K+].[K+]. The catalyst is ClCCl. The product is [CH3:9][N:8]([CH3:10])[CH2:7][CH2:6][CH2:5][C:4]([O:3][CH3:2])=[O:11]. The yield is 0.660. (3) The reactants are FC(F)(F)C(O)=O.[F:8][C:9]([F:33])([F:32])[C:10]1[N:14]2[CH:15]=[C:16]([N:19]3[CH2:24][CH2:23][N:22](C(OC(C)(C)C)=O)[CH2:21][CH2:20]3)[CH:17]=[CH:18][C:13]2=[N:12][N:11]=1. The catalyst is ClCCl. The product is [N:19]1([C:16]2[CH:17]=[CH:18][C:13]3[N:14]([C:10]([C:9]([F:8])([F:33])[F:32])=[N:11][N:12]=3)[CH:15]=2)[CH2:20][CH2:21][NH:22][CH2:23][CH2:24]1. The yield is 0.860. (4) The reactants are [F:1][C:2]([F:16])([F:15])[C:3]1[CH:11]=[C:10]([I:12])[CH:9]=[C:8]2[C:4]=1[C:5](=[O:14])[C:6](=[O:13])[NH:7]2.[H-].[Na+].[CH3:19][Si:20]([CH3:27])([CH3:26])[CH2:21][CH2:22][O:23][CH2:24]Cl.O. The catalyst is CN(C)C=O. The product is [CH3:19][Si:20]([CH3:27])([CH3:26])[CH2:21][CH2:22][O:23][CH2:24][N:7]1[C:8]2[C:4](=[C:3]([C:2]([F:15])([F:1])[F:16])[CH:11]=[C:10]([I:12])[CH:9]=2)[C:5](=[O:14])[C:6]1=[O:13]. The yield is 0.830. (5) The reactants are C(Cl)(=O)C(Cl)=O.CS(C)=O.[OH:11][CH:12]1[CH2:15][N:14]([C:16]([O:18][C:19]([CH3:22])([CH3:21])[CH3:20])=[O:17])[CH2:13]1.C(N(CC)CC)C. The catalyst is ClCCl.O. The product is [O:11]=[C:12]1[CH2:15][N:14]([C:16]([O:18][C:19]([CH3:22])([CH3:21])[CH3:20])=[O:17])[CH2:13]1. The yield is 0.900. (6) The reactants are CCN(C(C)C)C(C)C.[Li]CCCC.[Cl:15][C:16]1[CH:24]=[CH:23][C:19]([C:20]([OH:22])=[O:21])=[CH:18][C:17]=1[F:25].[Br:26]C(Cl)(Cl)C(Br)(Cl)Cl. The catalyst is C1COCC1. The product is [Br:26][C:18]1[C:17]([F:25])=[C:16]([Cl:15])[CH:24]=[CH:23][C:19]=1[C:20]([OH:22])=[O:21]. The yield is 0.833. (7) The reactants are [CH3:1][O:2][C:3]1[CH:4]=[C:5]2[C:10](=[CH:11][C:12]=1[O:13][CH3:14])[N:9]=[CH:8][CH:7]=[C:6]2[O:15][C:16]1[C:22]([CH3:23])=[CH:21][C:19]([NH2:20])=[C:18]([CH3:24])[CH:17]=1.C(N(CC)CC)C.[C:32](Cl)(Cl)=[S:33].[NH2:36][CH2:37][CH2:38][N:39]1[CH2:43][CH2:42][CH2:41][CH2:40]1. The catalyst is CN(C)C=O.C(OCC)(=O)C. The product is [CH3:1][O:2][C:3]1[CH:4]=[C:5]2[C:10](=[CH:11][C:12]=1[O:13][CH3:14])[N:9]=[CH:8][CH:7]=[C:6]2[O:15][C:16]1[C:22]([CH3:23])=[CH:21][C:19]([NH:20][C:32]([NH:36][CH2:37][CH2:38][N:39]2[CH2:43][CH2:42][CH2:41][CH2:40]2)=[S:33])=[C:18]([CH3:24])[CH:17]=1. The yield is 0.100. (8) The reactants are Cl.[Cl:2][C:3]1[CH:4]=[CH:5][C:6]2[N:7]([C:9]([CH2:19]Cl)=[C:10]([C:12]3[CH:17]=[CH:16][C:15]([F:18])=[CH:14][CH:13]=3)[N:11]=2)[CH:8]=1.[NH2:21][C:22]1[N:27]=[C:26]([CH:28]2[CH2:32][CH2:31][CH2:30][N:29]2[C:33]([O:35][C:36]([CH3:39])([CH3:38])[CH3:37])=[O:34])[CH:25]=[CH:24][N:23]=1.C(=O)([O-])[O-].[K+].[K+]. The catalyst is C(#N)C.C(OCC)(=O)C. The product is [Cl:2][C:3]1[CH:4]=[CH:5][C:6]2[N:7]([C:9]([CH2:19][NH:21][C:22]3[N:27]=[C:26]([CH:28]4[CH2:32][CH2:31][CH2:30][N:29]4[C:33]([O:35][C:36]([CH3:39])([CH3:38])[CH3:37])=[O:34])[CH:25]=[CH:24][N:23]=3)=[C:10]([C:12]3[CH:17]=[CH:16][C:15]([F:18])=[CH:14][CH:13]=3)[N:11]=2)[CH:8]=1. The yield is 0.540. (9) The reactants are [CH3:1][O:2][C:3]1[CH:4]=[C:5]2[C:10](=[CH:11][CH:12]=1)[CH2:9][C:8](=O)[CH2:7][CH2:6]2.[CH2:14]([NH2:16])[CH3:15].C1COCC1.C(O)(=O)C.C(O[BH-](OC(=O)C)OC(=O)C)(=O)C.[Na+].[OH-].[Na+].[F:42][C:43]([F:59])([F:58])[O:44][C:45]1[CH:50]=[CH:49][C:48]([O:51][C:52](=O)[O:53]C(Cl)C)=[CH:47][CH:46]=1. The catalyst is C(Cl)Cl.C1(C)C=CC=CC=1.CCOCC. The product is [F:42][C:43]([F:58])([F:59])[O:44][C:45]1[CH:46]=[CH:47][C:48]([O:51][C:52](=[O:53])[N:16]([CH2:14][CH3:15])[CH:8]2[CH2:7][CH2:6][C:5]3[C:10](=[CH:11][CH:12]=[C:3]([O:2][CH3:1])[CH:4]=3)[CH2:9]2)=[CH:49][CH:50]=1. The yield is 0.480. (10) The reactants are C(Cl)Cl.[F:4][CH:5]1[CH:10]([O:11][CH2:12][CH2:13][C:14]2[CH:19]=[CH:18][CH:17]=[CH:16][CH:15]=2)[CH2:9][CH2:8][CH:7]([OH:20])[CH2:6]1.C(N(CC)C(C)C)(C)C.[CH3:30][S:31](Cl)(=[O:33])=[O:32]. The catalyst is C(OCC)(=O)C.CCCCCC. The product is [CH3:30][S:31]([O:20][CH:7]1[CH2:8][CH2:9][CH:10]([O:11][CH2:12][CH2:13][C:14]2[CH:19]=[CH:18][CH:17]=[CH:16][CH:15]=2)[CH:5]([F:4])[CH2:6]1)(=[O:33])=[O:32]. The yield is 1.00.